The task is: Predict the product of the given reaction.. This data is from Forward reaction prediction with 1.9M reactions from USPTO patents (1976-2016). (1) Given the reactants [CH2:1]([N:8]([CH2:19][C:20]1[CH:25]=[CH:24][CH:23]=[CH:22][CH:21]=1)[C:9]1[C:14]([N+:15]([O-:17])=[O:16])=[C:13](Cl)[N:12]=[CH:11][N:10]=1)[C:2]1[CH:7]=[CH:6][CH:5]=[CH:4][CH:3]=1.[NH2:26][CH:27]1[CH2:31][CH2:30][N:29]([C:32]([O:34][C:35]([CH3:38])([CH3:37])[CH3:36])=[O:33])[CH2:28]1, predict the reaction product. The product is: [CH2:1]([N:8]([CH2:19][C:20]1[CH:25]=[CH:24][CH:23]=[CH:22][CH:21]=1)[C:9]1[N:10]=[CH:11][N:12]=[C:13]([NH:26][CH:27]2[CH2:31][CH2:30][N:29]([C:32]([O:34][C:35]([CH3:38])([CH3:37])[CH3:36])=[O:33])[CH2:28]2)[C:14]=1[N+:15]([O-:17])=[O:16])[C:2]1[CH:7]=[CH:6][CH:5]=[CH:4][CH:3]=1. (2) Given the reactants Br[C:2]1[CH:7]=[CH:6][C:5]([C:8]2[CH:13]=[CH:12][CH:11]=[CH:10][C:9]=2[NH:14][S:15]([CH:18]([CH3:20])[CH3:19])(=[O:17])=[O:16])=[CH:4][CH:3]=1.[B:21]1([B:21]2[O:25][C:24]([CH3:27])([CH3:26])[C:23]([CH3:29])([CH3:28])[O:22]2)[O:25][C:24]([CH3:27])([CH3:26])[C:23]([CH3:29])([CH3:28])[O:22]1.C(Cl)Cl.C([O-])(=O)C.[K+], predict the reaction product. The product is: [CH3:19][CH:18]([S:15]([NH:14][C:9]1[CH:10]=[CH:11][CH:12]=[CH:13][C:8]=1[C:5]1[CH:6]=[CH:7][C:2]([B:21]2[O:25][C:24]([CH3:27])([CH3:26])[C:23]([CH3:29])([CH3:28])[O:22]2)=[CH:3][CH:4]=1)(=[O:17])=[O:16])[CH3:20].